This data is from Forward reaction prediction with 1.9M reactions from USPTO patents (1976-2016). The task is: Predict the product of the given reaction. (1) Given the reactants [NH:1]1[C:10]2[C:5](=[CH:6][CH:7]=[CH:8][CH:9]=2)[CH:4]([NH:11][C:12](=[O:18])[O:13][C:14]([CH3:17])([CH3:16])[CH3:15])[CH2:3][CH2:2]1.C([O-])([O-])=O.[Na+].[Na+].[C:25](Cl)(=[O:29])[O:26][CH2:27][CH3:28], predict the reaction product. The product is: [C:14]([O:13][C:12]([NH:11][CH:4]1[C:5]2[C:10](=[CH:9][CH:8]=[CH:7][CH:6]=2)[N:1]([C:25]([O:26][CH2:27][CH3:28])=[O:29])[CH2:2][CH2:3]1)=[O:18])([CH3:15])([CH3:17])[CH3:16]. (2) Given the reactants C1(S([O-])(=O)=O)C=CC=CC=1.[CH3:11][CH:12]1[CH2:15][NH2+:14][CH2:13]1.[N+:16]([C:19]1[CH:24]=[CH:23][C:22](Br)=[CH:21][N:20]=1)([O-:18])=[O:17].C(=O)([O-])[O-].[Cs+].[Cs+].CC1(C)C2C(=C(P(C3C=CC=CC=3)C3C=CC=CC=3)C=CC=2)OC2C(P(C3C=CC=CC=3)C3C=CC=CC=3)=CC=CC1=2, predict the reaction product. The product is: [CH3:11][CH:12]1[CH2:15][N:14]([C:22]2[CH:23]=[CH:24][C:19]([N+:16]([O-:18])=[O:17])=[N:20][CH:21]=2)[CH2:13]1. (3) Given the reactants [C:1]([C:3]1[CH:21]=[CH:20][C:6]([CH2:7][N:8]2[CH2:13][CH2:12][N:11]([CH2:14][C:15](OCC)=[O:16])[CH2:10][CH2:9]2)=[CH:5][CH:4]=1)#[N:2].[NH2:22][NH2:23], predict the reaction product. The product is: [C:1]([C:3]1[CH:21]=[CH:20][C:6]([CH2:7][N:8]2[CH2:13][CH2:12][N:11]([CH2:14][C:15]([NH:22][NH2:23])=[O:16])[CH2:10][CH2:9]2)=[CH:5][CH:4]=1)#[N:2]. (4) Given the reactants Cl.[OH:2][C@@H:3]1[C@H:7]([OH:8])[C@@H:6]([CH2:9][OH:10])[NH:5][C@H:4]1[C:11]1[C:15]2[N:16]=[CH:17][NH:18][C:19](=[O:20])[C:14]=2[NH:13][CH:12]=1.O.C(N(CC)CC)C.[CH3:29][C:30]([O:33][C:34](O[C:34]([O:33][C:30]([CH3:32])([CH3:31])[CH3:29])=[O:35])=[O:35])([CH3:32])[CH3:31], predict the reaction product. The product is: [OH:8][C@H:7]1[C@@H:3]([OH:2])[C@H:4]([C:11]2[C:15]3[N:16]=[CH:17][NH:18][C:19](=[O:20])[C:14]=3[NH:13][CH:12]=2)[N:5]([C:34]([O:33][C:30]([CH3:32])([CH3:31])[CH3:29])=[O:35])[C@@H:6]1[CH2:9][OH:10]. (5) The product is: [CH2:1]([O:8][C:9]([N:11]1[CH:17]([C:18](=[O:20])[NH:26][CH2:32][C:33]([C:35]2[CH:44]=[CH:43][C:42]3[C:37](=[CH:38][CH:39]=[C:40]([Br:45])[CH:41]=3)[CH:36]=2)=[O:34])[CH2:16][C:13]2([CH2:14][CH2:15]2)[CH2:12]1)=[O:10])[C:2]1[CH:3]=[CH:4][CH:5]=[CH:6][CH:7]=1. Given the reactants [CH2:1]([O:8][C:9]([N:11]1[CH:17]([C:18]([OH:20])=O)[CH2:16][C:13]2([CH2:15][CH2:14]2)[CH2:12]1)=[O:10])[C:2]1[CH:7]=[CH:6][CH:5]=[CH:4][CH:3]=1.[Li+].[OH-].Cl.CC[N:26](CC)CC.Br[CH2:32][C:33]([C:35]1[CH:44]=[CH:43][C:42]2[C:37](=[CH:38][CH:39]=[C:40]([Br:45])[CH:41]=2)[CH:36]=1)=[O:34], predict the reaction product. (6) Given the reactants [CH2:1]([C:4]1[C:25]([CH2:26][CH2:27][CH3:28])=[CH:24][C:23]2[C:6](=[CH:7][C:8]3[C:9](=[O:36])[C:10]4[C:19]([C:20](=[O:29])[C:21]=3[CH:22]=2)=[CH:18][C:17]2[C:12](=[CH:13][C:14]([CH2:33][CH2:34][CH3:35])=[C:15]([CH2:30][CH2:31][CH3:32])[CH:16]=2)[CH:11]=4)[CH:5]=1)[CH2:2][CH3:3].C([BH-](CC)CC)C.[Li+].Cl, predict the reaction product. The product is: [OH:29][CH:20]1[C:19]2[C:10](=[CH:11][C:12]3[C:17]([CH:18]=2)=[CH:16][C:15]([CH2:30][CH2:31][CH3:32])=[C:14]([CH2:33][CH2:34][CH3:35])[CH:13]=3)[CH:9]([OH:36])[C:8]2[CH:7]=[C:6]3[C:23]([CH:24]=[C:25]([CH2:26][CH2:27][CH3:28])[C:4]([CH2:1][CH2:2][CH3:3])=[CH:5]3)=[CH:22][C:21]1=2. (7) Given the reactants [CH3:1][N:2]1[C:6]([C:7]2[CH:12]=[CH:11][CH:10]=[CH:9][CH:8]=2)=[C:5]([C:13]#[C:14][C:15]2[CH:20]=[CH:19][CH:18]=[CH:17][CH:16]=2)[C:4]([N:21]2C(=O)C3C(=CC=CC=3)C2=O)=[N:3]1.O.NN, predict the reaction product. The product is: [CH3:1][N:2]1[C:6]([C:7]2[CH:12]=[CH:11][CH:10]=[CH:9][CH:8]=2)=[C:5]([C:13]#[C:14][C:15]2[CH:20]=[CH:19][CH:18]=[CH:17][CH:16]=2)[C:4]([NH2:21])=[N:3]1.